From a dataset of Reaction yield outcomes from USPTO patents with 853,638 reactions. Predict the reaction yield, written as a fraction of the theoretical maximum amount of product (1.0 means a 100% yield; for example, 0.34 means a 34% yield). (1) The reactants are Br[C:2]1[CH:7]=[CH:6][C:5]([CH2:8][NH:9][C:10]([CH:12]2[CH2:17][CH2:16][CH2:15][CH:14]([NH:18][C:19]3[N:24]=[C:23]([CH3:25])[N:22]=[C:21]([NH:26][CH3:27])[N:20]=3)[CH2:13]2)=[O:11])=[C:4]([O:28][C:29]([F:32])([F:31])[F:30])[CH:3]=1.[NH:33]1[CH2:38][CH2:37][O:36][CH2:35][CH2:34]1.C1C=CC(P(C2C(C3C(P(C4C=CC=CC=4)C4C=CC=CC=4)=CC=C4C=3C=CC=C4)=C3C(C=CC=C3)=CC=2)C2C=CC=CC=2)=CC=1.C(=O)([O-])[O-].[Cs+].[Cs+]. The catalyst is O1CCOCC1.C1C=CC(/C=C/C(/C=C/C2C=CC=CC=2)=O)=CC=1.C1C=CC(/C=C/C(/C=C/C2C=CC=CC=2)=O)=CC=1.C1C=CC(/C=C/C(/C=C/C2C=CC=CC=2)=O)=CC=1.[Pd].[Pd]. The product is [CH3:25][C:23]1[N:22]=[C:21]([NH:26][CH3:27])[N:20]=[C:19]([NH:18][CH:14]2[CH2:15][CH2:16][CH2:17][CH:12]([C:10]([NH:9][CH2:8][C:5]3[CH:6]=[CH:7][C:2]([N:33]4[CH2:38][CH2:37][O:36][CH2:35][CH2:34]4)=[CH:3][C:4]=3[O:28][C:29]([F:32])([F:31])[F:30])=[O:11])[CH2:13]2)[N:24]=1. The yield is 0.190. (2) The reactants are C(N(C(C)C)CC)(C)C.[F:10][C:11]([F:32])([F:31])[C:12]1[CH:17]=[CH:16][C:15]([NH:18][C:19]2[C:20]3[CH2:30][CH2:29][NH:28][CH2:27][C:21]=3[N:22]=[C:23]([S:25][CH3:26])[N:24]=2)=[CH:14][CH:13]=1.Cl[C:34]1[C:39]([Cl:40])=[CH:38][CH:37]=[CH:36][N:35]=1. The catalyst is O1CCOCC1.C(N(CC)C(=O)C)C. The product is [Cl:40][C:39]1[C:34]([N:28]2[CH2:29][CH2:30][C:20]3[C:19]([NH:18][C:15]4[CH:16]=[CH:17][C:12]([C:11]([F:31])([F:10])[F:32])=[CH:13][CH:14]=4)=[N:24][C:23]([S:25][CH3:26])=[N:22][C:21]=3[CH2:27]2)=[N:35][CH:36]=[CH:37][CH:38]=1. The yield is 0.170.